Dataset: NCI-60 drug combinations with 297,098 pairs across 59 cell lines. Task: Regression. Given two drug SMILES strings and cell line genomic features, predict the synergy score measuring deviation from expected non-interaction effect. (1) Drug 1: CC(C1=C(C=CC(=C1Cl)F)Cl)OC2=C(N=CC(=C2)C3=CN(N=C3)C4CCNCC4)N. Drug 2: C1CCC(C(C1)N)N.C(=O)(C(=O)[O-])[O-].[Pt+4]. Cell line: T-47D. Synergy scores: CSS=9.70, Synergy_ZIP=-1.22, Synergy_Bliss=5.56, Synergy_Loewe=2.58, Synergy_HSA=3.95. (2) Drug 1: CS(=O)(=O)C1=CC(=C(C=C1)C(=O)NC2=CC(=C(C=C2)Cl)C3=CC=CC=N3)Cl. Drug 2: C1CNP(=O)(OC1)N(CCCl)CCCl. Cell line: MALME-3M. Synergy scores: CSS=6.33, Synergy_ZIP=-0.128, Synergy_Bliss=-0.318, Synergy_Loewe=-0.629, Synergy_HSA=-1.22. (3) Drug 1: CC1OCC2C(O1)C(C(C(O2)OC3C4COC(=O)C4C(C5=CC6=C(C=C35)OCO6)C7=CC(=C(C(=C7)OC)O)OC)O)O. Drug 2: CCCCC(=O)OCC(=O)C1(CC(C2=C(C1)C(=C3C(=C2O)C(=O)C4=C(C3=O)C=CC=C4OC)O)OC5CC(C(C(O5)C)O)NC(=O)C(F)(F)F)O. Cell line: SK-MEL-5. Synergy scores: CSS=14.1, Synergy_ZIP=-3.57, Synergy_Bliss=-4.35, Synergy_Loewe=-6.75, Synergy_HSA=-5.82. (4) Drug 1: C1=C(C(=O)NC(=O)N1)N(CCCl)CCCl. Drug 2: COC1=C2C(=CC3=C1OC=C3)C=CC(=O)O2. Cell line: A498. Synergy scores: CSS=7.81, Synergy_ZIP=-5.92, Synergy_Bliss=-3.23, Synergy_Loewe=-10.8, Synergy_HSA=-6.06. (5) Drug 1: C1CCN(CC1)CCOC2=CC=C(C=C2)C(=O)C3=C(SC4=C3C=CC(=C4)O)C5=CC=C(C=C5)O. Drug 2: CN(CCCl)CCCl.Cl. Cell line: 786-0. Synergy scores: CSS=11.7, Synergy_ZIP=-3.34, Synergy_Bliss=-1.44, Synergy_Loewe=-14.1, Synergy_HSA=-2.39. (6) Drug 1: CN(C)C1=NC(=NC(=N1)N(C)C)N(C)C. Drug 2: CC1=C(C(CCC1)(C)C)C=CC(=CC=CC(=CC(=O)O)C)C. Cell line: IGROV1. Synergy scores: CSS=13.0, Synergy_ZIP=-0.788, Synergy_Bliss=4.61, Synergy_Loewe=4.84, Synergy_HSA=5.71. (7) Drug 1: CCC(=C(C1=CC=CC=C1)C2=CC=C(C=C2)OCCN(C)C)C3=CC=CC=C3.C(C(=O)O)C(CC(=O)O)(C(=O)O)O. Drug 2: CNC(=O)C1=NC=CC(=C1)OC2=CC=C(C=C2)NC(=O)NC3=CC(=C(C=C3)Cl)C(F)(F)F. Cell line: HCT-15. Synergy scores: CSS=-5.41, Synergy_ZIP=2.65, Synergy_Bliss=1.92, Synergy_Loewe=-3.32, Synergy_HSA=-2.26. (8) Drug 1: CC(CN1CC(=O)NC(=O)C1)N2CC(=O)NC(=O)C2. Drug 2: C(CC(=O)O)C(=O)CN.Cl. Cell line: NCI-H460. Synergy scores: CSS=41.5, Synergy_ZIP=-1.30, Synergy_Bliss=-1.16, Synergy_Loewe=-5.76, Synergy_HSA=1.00. (9) Drug 1: CCC(=C(C1=CC=CC=C1)C2=CC=C(C=C2)OCCN(C)C)C3=CC=CC=C3.C(C(=O)O)C(CC(=O)O)(C(=O)O)O. Drug 2: CCCCCOC(=O)NC1=NC(=O)N(C=C1F)C2C(C(C(O2)C)O)O. Cell line: LOX IMVI. Synergy scores: CSS=-3.20, Synergy_ZIP=5.65, Synergy_Bliss=0.864, Synergy_Loewe=-3.65, Synergy_HSA=-3.43. (10) Drug 1: CC1=CC=C(C=C1)C2=CC(=NN2C3=CC=C(C=C3)S(=O)(=O)N)C(F)(F)F. Drug 2: CS(=O)(=O)OCCCCOS(=O)(=O)C. Cell line: ACHN. Synergy scores: CSS=4.21, Synergy_ZIP=-3.00, Synergy_Bliss=-1.46, Synergy_Loewe=-45.2, Synergy_HSA=-3.58.